From a dataset of Reaction yield outcomes from USPTO patents with 853,638 reactions. Predict the reaction yield, written as a fraction of the theoretical maximum amount of product (1.0 means a 100% yield; for example, 0.34 means a 34% yield). (1) The reactants are FC(F)(S([O:16][S:17]([C:20]([F:32])([F:31])[C:21]([F:30])([F:29])[C:22]([F:28])([F:27])[C:23]([F:26])([F:25])[F:24])(=[O:19])=[O:18])(=O)=O)C(F)(F)C(F)(F)C(F)(F)F.[C:34]1([S:40]([N:43]2[C:47]3[CH:48]=[N:49][C:50]([C:53]#[N:54])=[C:51](O)[C:46]=3[C:45]3[CH:55]=[C:56]([C:59]4[CH:60]=[N:61][N:62]([CH3:64])[CH:63]=4)[CH:57]=[N:58][C:44]2=3)(=[O:42])=[O:41])[CH:39]=[CH:38][CH:37]=[CH:36][CH:35]=1.N1C=CC=CC=1.Cl. The catalyst is C(Cl)Cl. The product is [C:34]1([S:40]([N:43]2[C:47]3[CH:48]=[N:49][C:50]([C:53]#[N:54])=[C:51]([O:16][S:17]([C:20]([F:31])([F:32])[C:21]([F:30])([F:29])[C:22]([F:27])([F:28])[C:23]([F:24])([F:25])[F:26])(=[O:18])=[O:19])[C:46]=3[C:45]3[CH:55]=[C:56]([C:59]4[CH:60]=[N:61][N:62]([CH3:64])[CH:63]=4)[CH:57]=[N:58][C:44]2=3)(=[O:41])=[O:42])[CH:35]=[CH:36][CH:37]=[CH:38][CH:39]=1. The yield is 0.840. (2) The reactants are [C:1]([C:5]1[CH:9]=[C:8]([CH2:10][CH2:11][C:12](O)=[O:13])[N:7]([CH2:15][C:16]2[CH:21]=[CH:20][C:19]([C:22]([F:25])([F:24])[F:23])=[CH:18][C:17]=2[Cl:26])[N:6]=1)([CH3:4])([CH3:3])[CH3:2].[CH2:27]([S:32]([NH2:35])(=[O:34])=[O:33])[CH2:28][CH2:29][CH2:30][CH3:31].N12CCCN=C1CCCCC2. The catalyst is O1CCCC1. The product is [C:1]([C:5]1[CH:9]=[C:8]([CH2:10][CH2:11][C:12]([NH:35][S:32]([CH2:27][CH2:28][CH2:29][CH2:30][CH3:31])(=[O:34])=[O:33])=[O:13])[N:7]([CH2:15][C:16]2[CH:21]=[CH:20][C:19]([C:22]([F:24])([F:23])[F:25])=[CH:18][C:17]=2[Cl:26])[N:6]=1)([CH3:4])([CH3:3])[CH3:2]. The yield is 0.530. (3) The reactants are CO[C:3]1[CH:13]=[CH:12][CH:11]=[CH:10][C:4]=1[CH:5]=[N:6][CH:7]([CH3:9])[CH3:8].Br[C:15]1[CH:20]=[CH:19][C:18]([F:21])=[CH:17][C:16]=1[CH3:22].[Mg].[NH4+].[Cl-]. The catalyst is C1COCC1. The product is [F:21][C:18]1[CH:19]=[CH:20][C:15]([C:3]2[CH:13]=[CH:12][CH:11]=[CH:10][C:4]=2[CH:5]=[N:6][CH:7]([CH3:9])[CH3:8])=[C:16]([CH3:22])[CH:17]=1. The yield is 0.980. (4) The reactants are [CH3:1][O:2][C:3](=[O:28])[CH2:4][C:5]1[C:14]([CH3:15])=[C:13]([O:16][C:17]2[CH:22]=[CH:21][C:20]([S:23]([CH3:26])(=[O:25])=[O:24])=[CH:19][CH:18]=2)[C:12]2[C:7](=[CH:8][CH:9]=[C:10](Cl)[CH:11]=2)[CH:6]=1. The catalyst is CO.[Pd]. The product is [CH3:1][O:2][C:3](=[O:28])[CH2:4][C:5]1[C:14]([CH3:15])=[C:13]([O:16][C:17]2[CH:18]=[CH:19][C:20]([S:23]([CH3:26])(=[O:24])=[O:25])=[CH:21][CH:22]=2)[C:12]2[C:7](=[CH:8][CH:9]=[CH:10][CH:11]=2)[CH:6]=1. The yield is 0.670. (5) The product is [C:1]1([S:7]([N:11]2[C:19]3[C:14](=[CH:15][CH:16]=[CH:17][CH:18]=3)[CH2:13][CH2:12]2)(=[O:9])=[O:8])[CH:6]=[CH:5][CH:4]=[CH:3][CH:2]=1. The yield is 0.960. The catalyst is CN(C1C=CN=CC=1)C.C(Cl)Cl. The reactants are [C:1]1([S:7](Cl)(=[O:9])=[O:8])[CH:6]=[CH:5][CH:4]=[CH:3][CH:2]=1.[NH:11]1[C:19]2[C:14](=[CH:15][CH:16]=[CH:17][CH:18]=2)[CH2:13][CH2:12]1.CCN(CC)CC. (6) The reactants are [Br:1][C:2]1[C:7](=[O:8])[N:6]([C:9]2[C:14]([F:15])=[CH:13][CH:12]=[CH:11][C:10]=2[F:16])[C:5]([CH:17]=O)=[CH:4][C:3]=1[O:19][CH2:20][C:21]1[CH:26]=[CH:25][C:24]([F:27])=[CH:23][C:22]=1[F:28].[NH:29]1[CH2:34][CH2:33][O:32][CH2:31][CH2:30]1. The catalyst is ClCCl. The product is [Br:1][C:2]1[C:7](=[O:8])[N:6]([C:9]2[C:10]([F:16])=[CH:11][CH:12]=[CH:13][C:14]=2[F:15])[C:5]([CH2:17][N:29]2[CH2:34][CH2:33][O:32][CH2:31][CH2:30]2)=[CH:4][C:3]=1[O:19][CH2:20][C:21]1[CH:26]=[CH:25][C:24]([F:27])=[CH:23][C:22]=1[F:28]. The yield is 0.290. (7) The reactants are [Br:1][C:2]1[C:9]([O:10][CH3:11])=[CH:8][C:7]([O:12][CH3:13])=[CH:6][C:3]=1[CH:4]=O.[ClH:14].CO.C(O[CH:20](OCC)[CH2:21][NH:22][CH2:23][C:24]1[CH:29]=[CH:28][CH:27]=[C:26]([O:30][CH2:31][CH3:32])[C:25]=1[OH:33])C. The catalyst is CCO. The product is [ClH:14].[Br:1][C:2]1[C:9]([O:10][CH3:11])=[CH:8][C:7]([O:12][CH3:13])=[CH:6][C:3]=1[CH2:4][C:20]1[C:29]2[C:24](=[C:25]([OH:33])[C:26]([O:30][CH2:31][CH3:32])=[CH:27][CH:28]=2)[CH:23]=[N:22][CH:21]=1. The yield is 0.270. (8) The catalyst is C(Cl)Cl. The yield is 0.980. The reactants are [OH:1][CH2:2][CH2:3][N:4]([CH3:12])[C:5](=[O:11])[O:6][C:7]([CH3:10])([CH3:9])[CH3:8].CC(OI1(OC(C)=O)(OC(C)=O)OC(=O)C2C=CC=CC1=2)=O.C([O-])(O)=O.[Na+].[O-]S([O-])(=S)=O.[Na+].[Na+]. The product is [CH3:12][N:4]([CH2:3][CH:2]=[O:1])[C:5](=[O:11])[O:6][C:7]([CH3:10])([CH3:8])[CH3:9]. (9) The reactants are [NH2:1][C:2]1[N:7]=[C:6]([CH2:8]OS(C)(=O)=O)[CH:5]=[CH:4][N:3]=1.[SH:14][C:15]1[N:23]=[CH:22][CH:21]=[CH:20][C:16]=1[C:17]([OH:19])=[O:18].C(N(CC)CC)C. The catalyst is CN(C)C=O.C(OCC)(=O)C. The product is [NH2:1][C:2]1[N:7]=[C:6]([CH2:8][S:14][C:15]2[N:23]=[CH:22][CH:21]=[CH:20][C:16]=2[C:17]([OH:19])=[O:18])[CH:5]=[CH:4][N:3]=1. The yield is 0.700. (10) The reactants are Cl.[NH2:2][C@H:3]1[C@H:8]2[CH2:9][C@H:5]([CH2:6][CH2:7]2)[C@H:4]1[C:10]([O:12][CH3:13])=[O:11].C([O-])(=O)C.[Na+].[F:19][C:20]1[CH:27]=[CH:26][C:23]([CH:24]=O)=[CH:22][CH:21]=1.C([BH3-])#N.[Na+].C(=O)(O)[O-].[Na+]. The catalyst is CO.C(OCC)(=O)C. The product is [F:19][C:20]1[CH:27]=[CH:26][C:23]([CH2:24][NH:2][C@H:3]2[C@H:8]3[CH2:9][C@H:5]([CH2:6][CH2:7]3)[C@H:4]2[C:10]([O:12][CH3:13])=[O:11])=[CH:22][CH:21]=1. The yield is 0.980.